This data is from Catalyst prediction with 721,799 reactions and 888 catalyst types from USPTO. The task is: Predict which catalyst facilitates the given reaction. (1) Reactant: Br[C:2]1[S:3][CH:4]=[CH:5][N:6]=1.[CH3:7][O:8][C:9]1[CH:14]=[CH:13][C:12]([CH2:15][CH3:16])=[CH:11][C:10]=1B(O)O.C(=O)([O-])[O-].[Na+].[Na+]. Product: [CH2:15]([C:12]1[CH:11]=[CH:10][C:9]([O:8][CH3:7])=[C:14]([C:2]2[S:3][CH:4]=[CH:5][N:6]=2)[CH:13]=1)[CH3:16]. The catalyst class is: 762. (2) Reactant: [C:1]([N:6]1[CH2:10][CH2:9][O:8][C:7]1=[O:11])(=[O:5])/[CH:2]=[CH:3]/[CH3:4].FC(F)(F)S(O)(=O)=O.[CH3:20][O:21][C:22]1[CH:27]=[CH:26][C:25]([NH2:28])=[CH:24][CH:23]=1.[Cl-].[NH4+]. Product: [CH3:20][O:21][C:22]1[CH:27]=[CH:26][C:25]([NH:28][CH:3]([CH3:4])[CH2:2][C:1]([N:6]2[CH2:10][CH2:9][O:8][C:7]2=[O:11])=[O:5])=[CH:24][CH:23]=1. The catalyst class is: 7. (3) The catalyst class is: 11. Product: [CH3:25][O:24][C:21]1[CH:22]=[C:23]2[C:18](=[CH:19][C:20]=1[O:26][CH3:27])[N:17]=[CH:16][CH:15]=[C:14]2[O:13][C:12]1[C:7]([C:18]2[CH:23]=[CH:22][C:21]([CH2:1][OH:4])=[CH:20][CH:19]=2)=[N:8][C:9]([CH3:28])=[CH:10][CH:11]=1. Reactant: [C:1](=[O:4])([O-])O.[Na+].I[C:7]1[C:12]([O:13][C:14]2[C:23]3[C:18](=[CH:19][C:20]([O:26][CH3:27])=[C:21]([O:24][CH3:25])[CH:22]=3)[N:17]=[CH:16][CH:15]=2)=[CH:11][CH:10]=[C:9]([CH3:28])[N:8]=1.[OH-].[Na+]. (4) Reactant: [C:1](Cl)(=[O:8])[C:2]1[CH:7]=[CH:6][CH:5]=[CH:4][CH:3]=1.[NH2:10]C1N=C(C2C=CC=CC=2O[Si](C(C)(C)C)(C)C)C=C(C2C=CC=C([N+]([O-])=O)C=2)C=1C#N. Product: [C:1]([NH2:10])(=[O:8])[C:2]1[CH:7]=[CH:6][CH:5]=[CH:4][CH:3]=1. The catalyst class is: 17. (5) The catalyst class is: 2. Product: [C:19]([NH:7][C:6]1[CH:8]=[CH:9][C:3]([C:1]#[CH:2])=[CH:4][CH:5]=1)([O:21][CH2:22][CH:23]1[C:24]2[C:29](=[CH:28][CH:27]=[CH:26][CH:25]=2)[C:30]2[C:35]1=[CH:34][CH:33]=[CH:32][CH:31]=2)=[O:20]. Reactant: [C:1]([C:3]1[CH:9]=[CH:8][C:6]([NH2:7])=[CH:5][CH:4]=1)#[CH:2].CCN(C(C)C)C(C)C.[C:19](Cl)([O:21][CH2:22][CH:23]1[C:35]2[C:30](=[CH:31][CH:32]=[CH:33][CH:34]=2)[C:29]2[C:24]1=[CH:25][CH:26]=[CH:27][CH:28]=2)=[O:20].